This data is from Reaction yield outcomes from USPTO patents with 853,638 reactions. The task is: Predict the reaction yield, written as a fraction of the theoretical maximum amount of product (1.0 means a 100% yield; for example, 0.34 means a 34% yield). (1) The reactants are [C:1](OC(=O)C)(=[O:3])[CH3:2].[C:8]1([C:14]2[N:19]=[C:18]([C:20]3[CH:25]=[CH:24][CH:23]=[C:22]([C:26]4[CH:31]=[CH:30][CH:29]=[CH:28][C:27]=4[OH:32])[N:21]=3)[CH:17]=[CH:16][CH:15]=2)[CH:13]=[CH:12][CH:11]=[CH:10][CH:9]=1. The catalyst is N1C=CC=CC=1. The product is [C:1]([O:32][C:27]1[CH:28]=[CH:29][CH:30]=[CH:31][C:26]=1[C:22]1[N:21]=[C:20]([C:18]2[CH:17]=[CH:16][CH:15]=[C:14]([C:8]3[CH:9]=[CH:10][CH:11]=[CH:12][CH:13]=3)[N:19]=2)[CH:25]=[CH:24][CH:23]=1)(=[O:3])[CH3:2]. The yield is 0.930. (2) The reactants are Cl[C:2]1[N:7]=[C:6]([NH:8][CH:9]2[CH2:14][CH2:13][N:12]([C:15]3[CH:22]=[CH:21][C:18]([C:19]#[N:20])=[CH:17][N:16]=3)[CH2:11][CH2:10]2)[C:5]([Cl:23])=[CH:4][N:3]=1.Cl.[CH3:25][N:26]1[CH:30]=[C:29]([NH2:31])[C:28]([CH3:32])=[N:27]1.CCN(C(C)C)C(C)C. The catalyst is CCCCO. The product is [Cl:23][C:5]1[C:6]([NH:8][CH:9]2[CH2:14][CH2:13][N:12]([C:15]3[CH:22]=[CH:21][C:18]([C:19]#[N:20])=[CH:17][N:16]=3)[CH2:11][CH2:10]2)=[N:7][C:2]([NH:31][C:29]2[C:28]([CH3:32])=[N:27][N:26]([CH3:25])[CH:30]=2)=[N:3][CH:4]=1. The yield is 0.236.